This data is from Forward reaction prediction with 1.9M reactions from USPTO patents (1976-2016). The task is: Predict the product of the given reaction. Given the reactants O=C1C2C(=CC=CC=2)N=C(C(OCC)=O)N1.[Cl:17][C:18]1[CH:19]=[C:20]([C:24]2[C:32]3[C:31](=[O:33])[NH:30][C:29]([C:34]([O:36]CC)=O)=[N:28][C:27]=3[S:26][CH:25]=2)[CH:21]=[CH:22][CH:23]=1.C1(C(C2C=CC=CC=2)(C2C=CC=CC=2)N2C=NC(CCCOC3C=C(CN)C=CN=3)=N2)C=CC=CC=1.C1(C(C2C=CC=CC=2)(C2C=CC=CC=2)[N:82]2[CH:86]=[N:85][C:84]([O:87][CH2:88][CH2:89][O:90][C:91]3[CH:92]=[C:93]([CH2:97][NH2:98])[CH:94]=[CH:95][CH:96]=3)=[N:83]2)C=CC=CC=1, predict the reaction product. The product is: [Cl:17][C:18]1[CH:19]=[C:20]([C:24]2[C:32]3[C:31](=[O:33])[NH:30][C:29]([C:34]([NH:98][CH2:97][C:93]4[CH:94]=[CH:95][CH:96]=[C:91]([O:90][CH2:89][CH2:88][O:87][C:84]5[N:85]=[CH:86][NH:82][N:83]=5)[CH:92]=4)=[O:36])=[N:28][C:27]=3[S:26][CH:25]=2)[CH:21]=[CH:22][CH:23]=1.